From a dataset of TCR-epitope binding with 47,182 pairs between 192 epitopes and 23,139 TCRs. Binary Classification. Given a T-cell receptor sequence (or CDR3 region) and an epitope sequence, predict whether binding occurs between them. (1) The epitope is ELAGIGILTV. The TCR CDR3 sequence is CASSLPSGNEQYF. Result: 0 (the TCR does not bind to the epitope). (2) The epitope is FQPTNGVGY. The TCR CDR3 sequence is CATSQIPGTSGSSDTQYF. Result: 0 (the TCR does not bind to the epitope). (3) The epitope is TSDLATNNLVVMAY. The TCR CDR3 sequence is CASSTRSSYEQYF. Result: 0 (the TCR does not bind to the epitope). (4) The epitope is TLDSKTQSL. The TCR CDR3 sequence is CASSQEYWDRAVVWDGYTF. Result: 1 (the TCR binds to the epitope). (5) The epitope is RLRAEAQVK. The TCR CDR3 sequence is CASRGGTGNQPQHF. Result: 0 (the TCR does not bind to the epitope). (6) The epitope is TEKSNIIRGW. The TCR CDR3 sequence is CASSVTSPGSCFF. Result: 0 (the TCR does not bind to the epitope). (7) The epitope is MLNIPSINV. The TCR CDR3 sequence is CASSYFTGGTYEQYF. Result: 0 (the TCR does not bind to the epitope). (8) The epitope is TFYLTNDVSFL. The TCR CDR3 sequence is CASSLTLAGGIGTDTQYF. Result: 0 (the TCR does not bind to the epitope). (9) The epitope is FPPTSFGPL. The TCR CDR3 sequence is CASSIRRNGGTEAFF. Result: 0 (the TCR does not bind to the epitope).